From a dataset of NCI-60 drug combinations with 297,098 pairs across 59 cell lines. Regression. Given two drug SMILES strings and cell line genomic features, predict the synergy score measuring deviation from expected non-interaction effect. (1) Synergy scores: CSS=1.64, Synergy_ZIP=1.48, Synergy_Bliss=2.47, Synergy_Loewe=0.875, Synergy_HSA=-0.326. Cell line: SNB-19. Drug 1: C1CC(=O)NC(=O)C1N2CC3=C(C2=O)C=CC=C3N. Drug 2: CCCS(=O)(=O)NC1=C(C(=C(C=C1)F)C(=O)C2=CNC3=C2C=C(C=N3)C4=CC=C(C=C4)Cl)F. (2) Drug 1: CC1OCC2C(O1)C(C(C(O2)OC3C4COC(=O)C4C(C5=CC6=C(C=C35)OCO6)C7=CC(=C(C(=C7)OC)O)OC)O)O. Drug 2: C1CC(C1)(C(=O)O)C(=O)O.[NH2-].[NH2-].[Pt+2]. Cell line: SK-OV-3. Synergy scores: CSS=21.9, Synergy_ZIP=-9.52, Synergy_Bliss=-5.74, Synergy_Loewe=-6.42, Synergy_HSA=-2.84. (3) Drug 1: CC=C1C(=O)NC(C(=O)OC2CC(=O)NC(C(=O)NC(CSSCCC=C2)C(=O)N1)C(C)C)C(C)C. Drug 2: C1C(C(OC1N2C=NC3=C2NC=NCC3O)CO)O. Cell line: HCT-15. Synergy scores: CSS=-11.6, Synergy_ZIP=6.79, Synergy_Bliss=4.87, Synergy_Loewe=-5.52, Synergy_HSA=-4.94. (4) Drug 1: C1CC(C1)(C(=O)O)C(=O)O.[NH2-].[NH2-].[Pt+2]. Drug 2: COCCOC1=C(C=C2C(=C1)C(=NC=N2)NC3=CC=CC(=C3)C#C)OCCOC.Cl. Cell line: KM12. Synergy scores: CSS=0.819, Synergy_ZIP=-0.967, Synergy_Bliss=-0.687, Synergy_Loewe=0.684, Synergy_HSA=-0.945. (5) Drug 1: CN1CCC(CC1)COC2=C(C=C3C(=C2)N=CN=C3NC4=C(C=C(C=C4)Br)F)OC. Drug 2: CN1C(=O)N2C=NC(=C2N=N1)C(=O)N. Cell line: OVCAR-8. Synergy scores: CSS=-0.700, Synergy_ZIP=-0.935, Synergy_Bliss=-1.29, Synergy_Loewe=-10.5, Synergy_HSA=-3.76. (6) Drug 1: C1CC(=O)NC(=O)C1N2CC3=C(C2=O)C=CC=C3N. Drug 2: CCC1(CC2CC(C3=C(CCN(C2)C1)C4=CC=CC=C4N3)(C5=C(C=C6C(=C5)C78CCN9C7C(C=CC9)(C(C(C8N6C)(C(=O)OC)O)OC(=O)C)CC)OC)C(=O)OC)O.OS(=O)(=O)O. Cell line: IGROV1. Synergy scores: CSS=30.0, Synergy_ZIP=-7.61, Synergy_Bliss=2.20, Synergy_Loewe=3.18, Synergy_HSA=3.24. (7) Drug 1: CC=C1C(=O)NC(C(=O)OC2CC(=O)NC(C(=O)NC(CSSCCC=C2)C(=O)N1)C(C)C)C(C)C. Drug 2: CC1=C(C(=O)C2=C(C1=O)N3CC4C(C3(C2COC(=O)N)OC)N4)N. Cell line: T-47D. Synergy scores: CSS=31.2, Synergy_ZIP=1.28, Synergy_Bliss=4.27, Synergy_Loewe=-35.4, Synergy_HSA=1.19. (8) Drug 1: CCN(CC)CCNC(=O)C1=C(NC(=C1C)C=C2C3=C(C=CC(=C3)F)NC2=O)C. Drug 2: C1=NC2=C(N1)C(=S)N=CN2. Cell line: HL-60(TB). Synergy scores: CSS=33.7, Synergy_ZIP=-3.31, Synergy_Bliss=2.61, Synergy_Loewe=-4.44, Synergy_HSA=0.719.